This data is from Catalyst prediction with 721,799 reactions and 888 catalyst types from USPTO. The task is: Predict which catalyst facilitates the given reaction. Reactant: C(=O)([O-])[O-].[K+].[K+].[I-].[K+].[CH3:9][CH2:10][CH2:11]Br.[CH2:13]([O:20][C:21]1[CH:28]=[CH:27][C:24]([CH:25]=[O:26])=[CH:23][C:22]=1[OH:29])[C:14]1[CH:19]=[CH:18][CH:17]=[CH:16][CH:15]=1. Product: [CH2:13]([O:20][C:21]1[CH:28]=[CH:27][C:24]([CH:25]=[O:26])=[CH:23][C:22]=1[O:29][CH2:9][CH2:10][CH3:11])[C:14]1[CH:15]=[CH:16][CH:17]=[CH:18][CH:19]=1. The catalyst class is: 16.